This data is from Forward reaction prediction with 1.9M reactions from USPTO patents (1976-2016). The task is: Predict the product of the given reaction. (1) Given the reactants F[C:2]1[N:7]=[C:6]([N:8]([CH3:21])[C:9]2[CH:14]=[CH:13][N:12]=[C:11]([C:15]3[CH:20]=[CH:19][CH:18]=[CH:17][CH:16]=3)[N:10]=2)[CH:5]=[CH:4][N:3]=1.[NH2:22][CH2:23][C@@H:24]([C:26]1[CH:31]=[CH:30][CH:29]=[CH:28][CH:27]=1)[OH:25], predict the reaction product. The product is: [CH3:21][N:8]([C:9]1[CH:14]=[CH:13][N:12]=[C:11]([C:15]2[CH:20]=[CH:19][CH:18]=[CH:17][CH:16]=2)[N:10]=1)[C:6]1[CH:5]=[CH:4][N:3]=[C:2]([NH:22][CH2:23][C@@H:24]([C:26]2[CH:31]=[CH:30][CH:29]=[CH:28][CH:27]=2)[OH:25])[N:7]=1. (2) Given the reactants Br[C:2]1[CH:7]=[C:6]([OH:8])[CH:5]=[CH:4][C:3]=1[C:9]1[O:10][C:11]2[CH:17]=[CH:16][C:15]([OH:18])=[CH:14][C:12]=2[CH:13]=1.[C:19]1(B(O)O)[CH:24]=[CH:23][CH:22]=[CH:21][CH:20]=1.Cl, predict the reaction product. The product is: [OH:8][C:6]1[CH:5]=[CH:4][C:3]([C:9]2[O:10][C:11]3[CH:17]=[CH:16][C:15]([OH:18])=[CH:14][C:12]=3[CH:13]=2)=[C:2]([C:19]2[CH:24]=[CH:23][CH:22]=[CH:21][CH:20]=2)[CH:7]=1.